From a dataset of Full USPTO retrosynthesis dataset with 1.9M reactions from patents (1976-2016). Predict the reactants needed to synthesize the given product. (1) Given the product [CH2:11]([C:5]1[CH:6]=[N:7][CH:8]=[C:9]([F:10])[C:4]=1[CH2:3][S:20][C:18]1[N:17]=[C:16]([OH:21])[CH:15]=[C:14]([CH3:13])[N:19]=1)[CH3:12], predict the reactants needed to synthesize it. The reactants are: Br.Br[CH2:3][C:4]1[C:9]([F:10])=[CH:8][N:7]=[CH:6][C:5]=1[CH2:11][CH3:12].[CH3:13][C:14]1[N:19]=[C:18]([SH:20])[N:17]=[C:16]([OH:21])[CH:15]=1.C(N(CC)CC)C. (2) The reactants are: [OH:1][C@H:2]1[C:10]2[C:5](=[CH:6][CH:7]=[CH:8][CH:9]=2)[CH2:4][C@:3]1([CH2:20][C:21]1[CH:31]=[CH:30][C:24]([C:25]([O:27][CH2:28][CH3:29])=[O:26])=[CH:23][CH:22]=1)[C:11]1[CH2:12][C:13]2[C:18]([CH:19]=1)=[CH:17][CH:16]=[CH:15][CH:14]=2.C1CCC(N=C=NC2CCCCC2)CC1.C([NH:64][C@H:65]([C:70](O)=[O:71])[CH2:66][CH:67]([CH3:69])[CH3:68])(OCC1C2C(=CC=CC=2)C2C1=CC=CC=2)=O. Given the product [NH2:64][C@@H:65]([CH2:66][CH:67]([CH3:69])[CH3:68])[C:70]([O:1][C@H:2]1[C:10]2[C:5](=[CH:6][CH:7]=[CH:8][CH:9]=2)[CH2:4][C@:3]1([CH2:20][C:21]1[CH:31]=[CH:30][C:24]([C:25]([O:27][CH2:28][CH3:29])=[O:26])=[CH:23][CH:22]=1)[C:11]1[CH2:12][C:13]2[C:18]([CH:19]=1)=[CH:17][CH:16]=[CH:15][CH:14]=2)=[O:71], predict the reactants needed to synthesize it. (3) Given the product [N:16]1([CH2:2][CH2:3][CH2:4][N:5]2[C:9](=[O:10])[C:8]3[C:7](=[CH:14][CH:13]=[CH:12][CH:11]=3)[C:6]2=[O:15])[CH:20]=[CH:19][N:18]=[CH:17]1, predict the reactants needed to synthesize it. The reactants are: Br[CH2:2][CH2:3][CH2:4][N:5]1[C:9](=[O:10])[C:8]2=[CH:11][CH:12]=[CH:13][CH:14]=[C:7]2[C:6]1=[O:15].[NH:16]1[CH:20]=[CH:19][N:18]=[CH:17]1.C(=O)([O-])[O-].[K+].[K+]. (4) Given the product [N+:1]([CH2:4][C@@H:5]([CH:17]([C:16]([O:23][CH3:24])=[O:22])[C:18]([O:20][CH3:21])=[O:19])[C:6]1[CH:11]=[CH:10][CH:9]=[CH:8][C:7]=1[C:12]([F:13])([F:14])[F:15])([O-:3])=[O:2], predict the reactants needed to synthesize it. The reactants are: [N+:1](/[CH:4]=[CH:5]/[C:6]1[CH:11]=[CH:10][CH:9]=[CH:8][C:7]=1[C:12]([F:15])([F:14])[F:13])([O-:3])=[O:2].[C:16]([O:23][CH3:24])(=[O:22])[CH2:17][C:18]([O:20][CH3:21])=[O:19].FC(F)(F)C1C=C(NC(N[C@H]2CCCC[C@@H]2N(C)C)=S)C=C(C(F)(F)F)C=1.